This data is from NCI-60 drug combinations with 297,098 pairs across 59 cell lines. The task is: Regression. Given two drug SMILES strings and cell line genomic features, predict the synergy score measuring deviation from expected non-interaction effect. (1) Drug 1: COC1=C2C(=CC3=C1OC=C3)C=CC(=O)O2. Drug 2: CC1C(C(CC(O1)OC2CC(CC3=C2C(=C4C(=C3O)C(=O)C5=C(C4=O)C(=CC=C5)OC)O)(C(=O)CO)O)N)O.Cl. Cell line: OVCAR-5. Synergy scores: CSS=24.9, Synergy_ZIP=-2.06, Synergy_Bliss=-2.33, Synergy_Loewe=-0.768, Synergy_HSA=0.315. (2) Drug 1: C1=CC(=CC=C1C#N)C(C2=CC=C(C=C2)C#N)N3C=NC=N3. Drug 2: CN(C(=O)NC(C=O)C(C(C(CO)O)O)O)N=O. Cell line: CAKI-1. Synergy scores: CSS=-2.14, Synergy_ZIP=-0.959, Synergy_Bliss=-4.16, Synergy_Loewe=-4.34, Synergy_HSA=-4.62.